From a dataset of Forward reaction prediction with 1.9M reactions from USPTO patents (1976-2016). Predict the product of the given reaction. Given the reactants Br[C:2]1[S:3][C:4]([C:24]2[CH:29]=[CH:28][N:27]=[C:26]([Cl:30])[N:25]=2)=[C:5]([C:7]2[CH:8]=[C:9]([NH:13][C:14](=[O:23])[C:15]3[C:20]([F:21])=[CH:19][CH:18]=[CH:17][C:16]=3[F:22])[CH:10]=[CH:11][CH:12]=2)[N:6]=1.CN(C=O)C.[OH:36][C:37]1[CH:42]=[CH:41][C:40](B(O)O)=[CH:39][CH:38]=1.C([O-])([O-])=O.[Na+].[Na+], predict the reaction product. The product is: [Cl:30][C:26]1[N:25]=[C:24]([C:4]2[S:3][C:2]([C:40]3[CH:41]=[CH:42][C:37]([OH:36])=[CH:38][CH:39]=3)=[N:6][C:5]=2[C:7]2[CH:8]=[C:9]([NH:13][C:14](=[O:23])[C:15]3[C:20]([F:21])=[CH:19][CH:18]=[CH:17][C:16]=3[F:22])[CH:10]=[CH:11][CH:12]=2)[CH:29]=[CH:28][N:27]=1.